Dataset: Reaction yield outcomes from USPTO patents with 853,638 reactions. Task: Predict the reaction yield, written as a fraction of the theoretical maximum amount of product (1.0 means a 100% yield; for example, 0.34 means a 34% yield). (1) The reactants are [CH3:1][C:2]1[O:6][N:5]=[C:4]([C:7]2[CH:12]=[CH:11][CH:10]=[CH:9][CH:8]=2)[C:3]=1[C:13]1[N:14]=[C:15]2[CH:20]=[CH:19][C:18]([NH2:21])=[CH:17][N:16]2[CH:22]=1.[CH:23]1([C:28](O)=[O:29])[CH2:27][CH2:26][CH2:25][CH2:24]1. No catalyst specified. The product is [CH3:1][C:2]1[O:6][N:5]=[C:4]([C:7]2[CH:8]=[CH:9][CH:10]=[CH:11][CH:12]=2)[C:3]=1[C:13]1[N:14]=[C:15]2[CH:20]=[CH:19][C:18]([NH:21][C:28]([CH:23]3[CH2:27][CH2:26][CH2:25][CH2:24]3)=[O:29])=[CH:17][N:16]2[CH:22]=1. The yield is 0.480. (2) The reactants are [NH2:1][C:2]1[CH:3]=[CH:4][C:5]2[NH:11][C:10]3[CH:12]=[C:13]([Cl:16])[CH:14]=[CH:15][C:9]=3[C:8](=[O:17])[NH:7][C:6]=2[CH:18]=1.[C:19](Cl)(=[O:21])[CH3:20]. The catalyst is N1C=CC=CC=1. The product is [Cl:16][C:13]1[CH:14]=[CH:15][C:9]2[C:8](=[O:17])[NH:7][C:6]3[CH:18]=[C:2]([NH:1][C:19](=[O:21])[CH3:20])[CH:3]=[CH:4][C:5]=3[NH:11][C:10]=2[CH:12]=1. The yield is 0.560. (3) The reactants are O[O:2][S:3]([O-:5])=O.[K+].Cl.[F:8][C:9]1[CH:14]=[C:13](SC)[CH:12]=[CH:11][C:10]=1[C:17]1[N:22]=[CH:21][C:20]([OH:23])=[CH:19][CH:18]=1.[CH3:24]C(C)=O. The catalyst is O. The product is [F:8][C:9]1[CH:14]=[C:13]([S:3]([CH3:24])(=[O:5])=[O:2])[CH:12]=[CH:11][C:10]=1[C:17]1[N:22]=[CH:21][C:20]([OH:23])=[CH:19][CH:18]=1. The yield is 0.650. (4) The reactants are [O:1]1[CH2:5][CH2:4][NH:3][C:2]1=[O:6].ClC(Cl)(O[C:11](=[O:17])[O:12][C:13](Cl)(Cl)Cl)Cl.C(N(CC)CC)C.[CH3:26][C:27]1[CH:34]=[C:31]([CH:32]=[O:33])C(O)=[CH:29][CH:28]=1.N1C=CC=CC=1. The catalyst is C(Cl)Cl.CC(OC)(C)C.O.C1COCC1. The product is [O:6]=[C:2]1[N:3]([C:11]([O:12][C:13]2[CH:29]=[CH:28][C:27]([CH3:26])=[CH:34][C:31]=2[CH:32]=[O:33])=[O:17])[CH2:4][CH2:5][O:1]1. The yield is 0.730. (5) The reactants are [NH2:1][C:2]1[CH:11]=[CH:10][CH:9]=[C:8]2[C:3]=1[CH:4]=[CH:5][N:6]=[CH:7]2.[Cl:12][C:13]([Cl:18])([Cl:17])[C:14](Cl)=[O:15]. The catalyst is ClCCl.CCN(CC)CC. The product is [Cl:12][C:13]([Cl:18])([Cl:17])[C:14]([NH:1][C:2]1[CH:11]=[CH:10][CH:9]=[C:8]2[C:3]=1[CH:4]=[CH:5][N:6]=[CH:7]2)=[O:15]. The yield is 0.650.